Dataset: CYP1A2 inhibition data for predicting drug metabolism from PubChem BioAssay. Task: Regression/Classification. Given a drug SMILES string, predict its absorption, distribution, metabolism, or excretion properties. Task type varies by dataset: regression for continuous measurements (e.g., permeability, clearance, half-life) or binary classification for categorical outcomes (e.g., BBB penetration, CYP inhibition). Dataset: cyp1a2_veith. (1) The drug is N[C@H](Cc1ccc2oc3cc(=O)c4ccccc4c-3nc2c1)C(=O)O.O=[N+]([O-])O. The result is 1 (inhibitor). (2) The drug is OCCN(CCO)c1ncnc2nc[nH]c12. The result is 0 (non-inhibitor). (3) The compound is CCCCCOc1ccc(OC(=O)c2ccncc2)cc1. The result is 1 (inhibitor). (4) The drug is CCOc1ccc(NC(=O)C(=O)NCC2CCCN2CC)cc1. The result is 0 (non-inhibitor). (5) The compound is COC(=O)[C@@]1(Cc2ccc(OC)cc2)[C@H]2c3cc(C(=O)N4CCCC4)n(Cc4ccc(C(F)(F)F)nc4)c3C[C@H]2CN1C(=O)c1ccccc1. The result is 0 (non-inhibitor).